Dataset: Catalyst prediction with 721,799 reactions and 888 catalyst types from USPTO. Task: Predict which catalyst facilitates the given reaction. (1) Reactant: [CH3:1][O:2][C:3]1[N:8]=[C:7]([C:9]2[CH:10]=[C:11]3[C:16](=[C:17]([NH:19][C:20]4[CH:25]=[CH:24][C:23]([CH:26]5[CH2:31][CH2:30][NH:29][CH2:28][CH2:27]5)=[C:22]([CH3:32])[CH:21]=4)[N:18]=2)[C:15](=[O:33])[NH:14][CH:13]=[CH:12]3)[CH:6]=[N:5][CH:4]=1.CCN(C(C)C)C(C)C.[C:43](#[N:46])[CH:44]=[CH2:45]. Product: [CH3:1][O:2][C:3]1[N:8]=[C:7]([C:9]2[N:18]=[C:17]([NH:19][C:20]3[CH:25]=[CH:24][C:23]([CH:26]4[CH2:31][CH2:30][N:29]([CH2:45][CH2:44][C:43]#[N:46])[CH2:28][CH2:27]4)=[C:22]([CH3:32])[CH:21]=3)[C:16]3[C:15](=[O:33])[NH:14][CH:13]=[CH:12][C:11]=3[CH:10]=2)[CH:6]=[N:5][CH:4]=1. The catalyst class is: 14. (2) Reactant: [H-].[Na+].[O:3]1[CH2:8][CH2:7][CH2:6][CH2:5][CH:4]1[O:9][CH2:10][C:11]#[C:12][CH2:13][OH:14].I[CH2:16][CH3:17]. Product: [CH3:8][O:3][C:4]([CH3:5])=[O:9].[CH3:4][CH2:5][CH2:6][CH2:7][CH2:16][CH3:17].[CH2:16]([O:14][CH2:13][C:12]#[C:11][CH2:10][O:9][CH:4]1[CH2:5][CH2:6][CH2:7][CH2:8][O:3]1)[CH3:17]. The catalyst class is: 3. (3) Reactant: C(N(CC)CC)C.Cl.[CH3:9][O:10][C:11](=[O:24])[C:12]1[CH:17]=[CH:16][CH:15]=[C:14]([CH2:18][NH2:19])[C:13]=1[C:20]([O:22][CH3:23])=[O:21].Cl[C:26]([O:28][CH2:29][CH3:30])=[O:27]. Product: [CH3:9][O:10][C:11](=[O:24])[C:12]1[CH:17]=[CH:16][CH:15]=[C:14]([CH2:18][NH:19][C:26]([O:28][CH2:29][CH3:30])=[O:27])[C:13]=1[C:20]([O:22][CH3:23])=[O:21]. The catalyst class is: 4. (4) Reactant: [CH2:1]([O:8][C:9]1[CH:14]=[C:13]([CH2:15]Br)[CH:12]=[CH:11][C:10]=1[N+:17]([O-:19])=[O:18])[C:2]1[CH:7]=[CH:6][CH:5]=[CH:4][CH:3]=1.[CH3:20][S-:21].[Na+].O. Product: [CH2:1]([O:8][C:9]1[CH:14]=[C:13]([CH2:15][S:21][CH3:20])[CH:12]=[CH:11][C:10]=1[N+:17]([O-:19])=[O:18])[C:2]1[CH:7]=[CH:6][CH:5]=[CH:4][CH:3]=1. The catalyst class is: 3. (5) Reactant: Cl[CH2:2][C:3]1[C:12]2[C:7](=[CH:8][CH:9]=[CH:10][CH:11]=2)[CH:6]=[CH:5][CH:4]=1.[NH:13]1[CH2:18][CH2:17][NH:16][CH2:15][CH2:14]1. Product: [C:3]1([CH2:2][N:13]2[CH2:18][CH2:17][NH:16][CH2:15][CH2:14]2)[C:12]2[C:7](=[CH:8][CH:9]=[CH:10][CH:11]=2)[CH:6]=[CH:5][CH:4]=1. The catalyst class is: 1. (6) Reactant: [C:1]([O:5][C:6]([N:8]1[CH2:14][CH2:13][CH:12]2[CH:10]([O:11]2)[CH2:9]1)=[O:7])([CH3:4])([CH3:3])[CH3:2].C([O-])([O-])=O.[K+].[K+].[Cl:21][C:22]1[CH:43]=[CH:42][C:25]([CH2:26][N:27]([CH2:38][CH:39]([CH3:41])[CH3:40])[S:28]([C:31]2[CH:36]=[CH:35][C:34]([OH:37])=[CH:33][CH:32]=2)(=[O:30])=[O:29])=[CH:24][CH:23]=1. Product: [C:1]([O:5][C:6]([N:8]1[CH2:14][CH2:13][C@@H:12]([O:37][C:34]2[CH:35]=[CH:36][C:31]([S:28](=[O:29])(=[O:30])[N:27]([CH2:26][C:25]3[CH:42]=[CH:43][C:22]([Cl:21])=[CH:23][CH:24]=3)[CH2:38][CH:39]([CH3:41])[CH3:40])=[CH:32][CH:33]=2)[C@H:10]([OH:11])[CH2:9]1)=[O:7])([CH3:4])([CH3:2])[CH3:3]. The catalyst class is: 14. (7) Product: [CH3:1][C:2]1([CH3:9])[O:6][C@@H:5]([CH2:7][O:8][N:30]2[C:34](=[O:35])[C:33]3[C:32](=[CH:39][CH:38]=[CH:37][CH:36]=3)[C:31]2=[O:40])[CH2:4][O:3]1. Reactant: [CH3:1][C:2]1([CH3:9])[O:6][C@H:5]([CH2:7][OH:8])[CH2:4][O:3]1.C1(P(C2C=CC=CC=2)C2C=CC=CC=2)C=CC=CC=1.O[N:30]1[C:34](=[O:35])[C:33]2=[CH:36][CH:37]=[CH:38][CH:39]=[C:32]2[C:31]1=[O:40].CCOC(/N=N/C(OCC)=O)=O. The catalyst class is: 1.